Dataset: Human Reference Interactome with 51,813 positive PPI pairs across 8,248 proteins, plus equal number of experimentally-validated negative pairs. Task: Binary Classification. Given two protein amino acid sequences, predict whether they physically interact or not. (1) Protein 1 (ENSG00000179165) has sequence MKKKHDGIVYETKEVLNPSPKVTHCCKSLWLKYSFQKAYMTQLVSSQPVPAMSRNPDHNLLSQPKEHSIVQKHHQEEIIHKLAMQLRHIGDNIDHRMVREDLQQDGRDALDHFVFFFFRRVQVLLHFFWNNHLL*MQLRHIGDNIDHRMVREDLQQDGRDALDHFVFFFFRRVQVLLHFFWNNHLL*. Protein 2 (ENSG00000139780) has sequence MDVCLSSAQQPGRRGEGLSSPGGWLEAEKKGAPQKDSTGGVLEESNKIEPSLHSLQKFVPTDYASYTQEHYRFAGKEIVIQESIESYGAVVWPGAMALCQYLEEHAEELNFQDAKILEIGAGPGLVSIVASILGAQVTATDLPDVLGNLQYNLLKNTLQCTAHLPEVKELVWGEDLDKNFPKSAFYYDYVLASDVVYHHYFLDKLLTTMVYLSQPGTVLLWANKFRFSTDYEFLDKFKQVFDTTLLAEYPESSVKLFKGILKWD*. Result: 0 (the proteins do not interact). (2) Protein 1 (ENSG00000108244) has sequence MNSGHSFSQTPSASFHGAGGGWGRPRSFPRAPTVHGGAGGARISLSFTTRSCPPPGGSWGSGRSSPLLGGNGKATMQNLNDRLASYLEKVRALEEANMKLESRILKWHQQRDPGSKKDYSQYEENITHLQEQIVDGKMTNAQIILLIDNARMAVDDFNLKYENEHSFKKDLEIEVEGLRRTLDNLTIVTTDLEQEVEGMRKELILMKKHHEQEMEKHHVPSDFNVNVKVDTGPREDLIKVLEDMRQEYELIIKKKHRDLDTWYKEQSAAMSQEAASPATVQSRQGDIHELKRTFQALEID.... Protein 2 (ENSG00000105671) has sequence MAGFAELGLSSWLVEQCRQLGLKQPTPVQLGCIPAILEGRDCLGCAKTGSGKTAAFVLPILQKLSEDPYGIFCLVLTPTRELAYQIAEQFRVLGKPLGLKDCIIVGGMDMVAQALELSRKPHVVIATPGRLADHLRSSNTFSIKKIRFLVMDEADRLLEQGCTDFTVDLEAILAAVPARRQTLLFSATLTDTLRELQGLATNQPFFWEAQAPVSTVEQLDQRYLLVPEKVKDAYLVHLIQRFQDEHEDWSIIIFTNTCKTCQILCMMLRKFSFPTVALHSMMKQKERFAALAKFKSSIYR.... Result: 0 (the proteins do not interact). (3) Protein 1 (ENSG00000109787) has sequence MLMFDPVPVKQEAMDPVSVSYPSNYMESMKPNKYGVIYSTPLPEKFFQTPEGLSHGIQMEPVDLTVNKRSSPPSAGNSPSSLKFPSSHRRASPGLSMPSSSPPIKKYSPPSPGVQPFGVPLSMPPVMAAALSRHGIRSPGILPVIQPVVVQPVPFMYTSHLQQPLMVSLSEEMENSSSSMQVPVIESYEKPISQKKIKIEPGIEPQRTDYYPEEMSPPLMNSVSPPQALLQENHPSVIVQPGKRPLPVESPDTQRKRRIHRCDYDGCNKVYTKSSHLKAHRRTHTGEKPYKCTWEGCTWK.... Protein 2 (ENSG00000204371) has sequence MAAAAGAAAAAAAEGEAPAEMGALLLEKETRGATERVHGSLGDTPRSEETLPKATPDSLEPAGPSSPASVTVTVGDEGADTPVGATPLIGDESENLEGDGDLRGGRILLGHATKSFPSSPSKGGSCPSRAKMSMTGAGKSPPSVQSLAMRLLSMPGAQGAAAAGSEPPPATTSPEGQPKVHRARKTMSKPGNGQPPVPEKRPPEIQHFRMSDDVHSLGKVTSDLAKRRKLNSGGGLSEELGSARRSGEVTLTKGDPGSLEEWETVVGDDFSLYYDSYSVDERVDSDSKSEVEALTEQLSE.... Result: 1 (the proteins interact). (4) Protein 1 (ENSG00000241837) has sequence MAAPAVSGLSRQVRCFSTSVVRPFAKLVRPPVQVYGIEGRYATALYSAASKQNKLEQVEKELLRVAQILKEPKVAASVLNPYVKRSIKVKSLNDITAKERFSPLTTNLINLLAENGRLSNTQGVVSAFSTMMSVHRGEVPCTVTSASPLEEATLSELKTVLKSFLSQGQVLKLEAKTDPSILGGMIVRIGEKYVDMSVKTKIQKLGRAMREIV*VVSAFSTMMSVHRGEVPCTVTSASACLELLGSSDPPALAS*XTNLINLLAENGRLSNTQGVVSAFSTMMSVHRGEVPCTVTSASPL.... Protein 2 (ENSG00000268629) has sequence MALRPEDPSSGFRHSNVVAFINEKMARHTKGPEFYLENISLSWEKVEDKLRAILEDSEVPSEVKEACTWGSLALGVRFAHRQAQLQRHRVRWLHGFAKLHKSAAQALASDLKKLREQQETERKEAASRLRMAQTSLVEVQKERDKELVSPHEWEQGAGWPGLATAGGVCTEGAAEEEEEAAVAAAGAAGGKGAEEEQRDVEVVAAPVEAMAPPVEAGAAPMETQFPHVEARAASMETTEKLERILLQLLGDADQEKYTYWGQKEGDLRSVETATSYFSGTTNPWSRASSEPLPVQLPASY.... Result: 1 (the proteins interact). (5) Protein 1 (ENSG00000138136) has sequence MTSKEDGKAAPGEERRRSPLDHLPPPANSNKPLTPFSIEDILNKPSVRRSYSLCGAAHLLAAADKHAQGGLPLAGRALLSQTSPLCALEELASKTFKGLEVSVLQAAEGRDGMTIFGQRQTPKKRRKSRTAFTNHQIYELEKRFLYQKYLSPADRDQIAQQLGLTNAQVITWFQNRRAKLKRDLEEMKADVESAKKLGPSGQMDIVALAELEQNSEATAGGGGGCGRAKSRPGSPVLPPGAPKAPGAGALQLSPASPLTDQPASSQDCSEDEEDEEIDVDD*. Protein 2 (ENSG00000140575) has sequence MSAADEVDGLGVARPHYGSVLDNERLTAEEMDERRRQNVAYEYLCHLEEAKRWMEACLGEDLPPTTELEEGLRNGVYLAKLGNFFSPKVVSLKKIYDREQTRYKATGLHFRHTDNVIQWLNAMDEIGLPKIFYPETTDIYDRKNMPRCIYCIHALSLYLFKLGLAPQIQDLYGKVDFTEEEINNMKTELEKYGIQMPAFSKIGGILANELSVDEAALHAAVIAINEAIDRRIPADTFAALKNPNAMLVNLEEPLASTYQDILYQAKQDKMTNAKNRTENSERERDVYEELLTQAEIQGNI.... Result: 1 (the proteins interact). (6) Protein 1 (ENSG00000065833) has sequence MEPEAPRRRHTHQRGYLLTRNPHLNKDLAFTLEERQQLNIHGLLPPSFNSQEIQVLRVVKNFEHLNSDFDRYLLLMDLQDRNEKLFYRVLTSDIEKFMPIVYTPTVGLACQQYSLVFRKPRGLFITIHDRGHIASVLNAWPEDVIKAIVVTDGERILGLGDLGCNGMGIPVGKLALYTACGGMNPQECLPVILDVGTENEELLKDPLYIGLRQRRVRGSEYDDFLDEFMEAVSSKYGMNCLIQFEDFANVNAFRLLNKYRNQYCTFNDDIQGTASVAVAGLLAALRITKNKLSDQTILFQ.... Protein 2 (ENSG00000089335) has sequence MSQVTFSDVAIDFSHEEWACLDSAQRDLYKDVMVQNYENLVSVGLSVTKPYVIMLLEDGKEPWMMEKKLSKDWESRWENKELSTKKDIYDEDSPQPVTMEKVVKQSYEFSNSNKNLEYTECDTFRSTFHSKSTLSEPQNNSAEGNSHKYDILKKNLSKKSVIKSERINGGKKLLNSNKSGAAFNQSKSLTLPQTCNREKIYTCSECGKAFGKQSILSRHWRIHTGEKPYECRECGKTFSHGSSLTRHQISHSGEKPYKCIECGKAFSHGSSLTNHQSTHTGEKPYECMNCGKSFSRVSLL.... Result: 0 (the proteins do not interact). (7) Result: 1 (the proteins interact). Protein 1 (ENSG00000088986) has sequence MCDRKAVIKNADMSEEMQQDSVECATQALEKYNIEKDIAAHIKKEFDKKYNPTWHCIVGRNFGSYVTHETKHFIYFYLGQVAILLFKSG*MCDRKAVIKNADMSEEMQQDSVECATQALEKYNIEKDIAAHIKKELR*MCDRKAVIKNADMSEEMQQDSVECATQALEKYNIEKDIAAHIKKVRMGAGADTQPGAGGSFPPILLS*MCDRKAVIKNADMSEEMQQDSVECATQALEKYNIEKDIAAHI. Protein 2 (ENSG00000189401) has sequence MDDPKSEQQRILRRHQRERQELQAQIRSLKNSVPKTDKTKRKQLLQDVARMEAEMAQKHRQELEKFQDDSSIESVVEDLAKMNLENRPPRSSKAHRKRERMESEERERQESIFQAEMSEHLAGFKREEEEKLAAILGARGLEMKAIPADGHCMYRAIQDQLVFSVSVEMLRCRTASYMKKHVDEFLPFFSNPETSDSFGYDDFMIYCDNIVRTTAWGGQLELRALSHVLKTPIEVIQADSPTLIIGEEYVKKPIILVYLRYAYSLGEHYNSVTPLEAGAAGGVLPRLL*. (8) Protein 1 (ENSG00000106591) has sequence MALAMLVLVVSPWSAARGVLRNYWERLLRKLPQSRPGFPSPPWGPALAVQGPAMFTEPANDTSGSKENSSLLDSIFWMAAPKNRRTIEVNRCRRRNPQKLIKVKNNIDVCPECGHLKQKHVLCAYCYEKVCKETAEIRRQIGKQEGGPFKAPTIETVVLYTGETPSEQDQGKRIIERDRKRPSWFTQN*XENSSLLDSIFWMAAPKNRRTIEVNRCRRRNPQKLIKVKSSC*MALAMLVLVVSPWSAARGVLRNYWERLLRKLPQSRPGFPSPPWGPALAVQGPAMFTEPANDTSGSKEN.... Protein 2 (ENSG00000113578) has sequence MAEGEITTFTALTEKFNLPPGNYKKPKLLYCSNGGHFLRILPDGTVDGTRDRSDQHIQLQLSAESVGEVYIKSTETGQYLAMDTDGLLYGSQTPNEECLFLERLEENHYNTYISKKHAEKNWFVGLKKNGSCKRGPRTHYGQKAILFLPLPVSSD*MAEGEITTFTALTEKFNLPPGNYKKPKLLYCSNGGHFLRILPDGTVDGTRDRSDQHTDTK*MAEGEITTFTALTEKFNLPPGNYKKPKLLYCSNGGHFLRILPDGTVDGTRDRSDQHTAAQCGKRGGGVYKEYRDWPVLGHGHR.... Result: 0 (the proteins do not interact). (9) Protein 1 (ENSG00000183313) has sequence MTLVSFFSFLSKPLIMLLSNSSWRLSQPSFLLVGIPGLEESQHWIALPLGILYLLALVGNVTILFIIWMDPSLHQSMYLFLSMLAAIDLVLASSTAPKALAVLLVHAHEIGYIVCLIQMFFIHAFSSMESGVLVAMALDRYVAICHPLHHSTILHPGVIGRIGMVVLVRGLLLLIPFPILLGTLIFCQATIIGHAYCEHMAVVKLACSETTVNRAYGLTMALLVIGLDVLAIGVSYAHILQAVLKVPGSEARLKAFSTCGSHICVILVFYVPGIFSFLTHRFGHHVPHHVHVLLATRYLL.... Protein 2 (ENSG00000166578) has sequence MALDILAMAPLYQAPAINRIGPKTDPSKRPADPLKPLVLSRTKLTTIEAKRIMSILDEAIYKVELVTLLSYVASNREDMEGMLGEDVMRAVREHEDLCQVLLENVRCLKEKERQLQEQKEAEEEGWLRDRLLSIELQKSSLSPLMQQIKDSTKNVLRLLLSNPQAARLLQMQTQGRSAEAQNFIDSLIELRGFLFEKLLTSPMEARDKAQFLQDISRQNSNNQQIIDTLEKELAERMKNRNAEEELEDLDAVHREEKISLEELRRRHKVLVGEFAQIREEREINSKKRMEAEQEMVRMVR.... Result: 0 (the proteins do not interact).